Dataset: Reaction yield outcomes from USPTO patents with 853,638 reactions. Task: Predict the reaction yield, written as a fraction of the theoretical maximum amount of product (1.0 means a 100% yield; for example, 0.34 means a 34% yield). (1) The reactants are [O:1]=[C:2]1[N:7]2[CH2:8][CH2:9][CH2:10][CH:11]([N:12]3C(=O)C4C(=CC=CC=4)C3=O)[C:6]2=[N:5][C:4]([C:23]2[CH:28]=[CH:27][N:26]=[CH:25][CH:24]=2)=[CH:3]1.O.NN. The catalyst is C(O)C. The product is [NH2:12][CH:11]1[C:6]2=[N:5][C:4]([C:23]3[CH:28]=[CH:27][N:26]=[CH:25][CH:24]=3)=[CH:3][C:2](=[O:1])[N:7]2[CH2:8][CH2:9][CH2:10]1. The yield is 0.660. (2) The reactants are [CH3:1][S:2]([C:5]1[CH:10]=[CH:9][C:8]([OH:11])=[CH:7][CH:6]=1)(=[O:4])=[O:3].[H-].[Na+].CS(O[CH2:19][C:20]1[CH:25]=[CH:24][C:23]([CH:26]2[CH2:31][CH2:30][N:29]([C:32]([O:34][C:35]([CH3:38])([CH3:37])[CH3:36])=[O:33])[CH2:28][CH2:27]2)=[CH:22][N:21]=1)(=O)=O.[Cl-].[NH4+]. The catalyst is O1CCCC1.C(OCC)(=O)C. The product is [CH3:1][S:2]([C:5]1[CH:10]=[CH:9][C:8]([O:11][CH2:19][C:20]2[CH:25]=[CH:24][C:23]([CH:26]3[CH2:27][CH2:28][N:29]([C:32]([O:34][C:35]([CH3:38])([CH3:37])[CH3:36])=[O:33])[CH2:30][CH2:31]3)=[CH:22][N:21]=2)=[CH:7][CH:6]=1)(=[O:3])=[O:4]. The yield is 0.110. (3) The reactants are [O-]P([O-])([O-])=O.[K+].[K+].[K+].[NH:9]1[CH2:13][CH2:12][NH:11][C:10]1=[O:14].I[C:16]1[CH:17]=[C:18]([O:22][CH3:23])[CH:19]=[CH:20][CH:21]=1.CNCCNC. The catalyst is [Cu]I.CN(C=O)C. The product is [CH3:23][O:22][C:18]1[CH:17]=[C:16]([N:9]2[CH2:13][CH2:12][NH:11][C:10]2=[O:14])[CH:21]=[CH:20][CH:19]=1. The yield is 0.670. (4) The reactants are Br[C:2]1[CH:3]=[C:4]2[C:8](=[CH:9][C:10]=1[Cl:11])[NH:7][N:6]=[C:5]2[C:12]([OH:14])=[O:13].[O:15]1[CH2:20][CH2:19][O:18][C:17]2[CH:21]=[C:22](B(O)O)[CH:23]=[CH:24][C:16]1=2.C(=O)([O-])[O-].[K+].[K+]. The catalyst is C1(C)C=CC=CC=1.CCO. The product is [Cl:11][C:10]1[CH:9]=[C:8]2[C:4]([C:5]([C:12]([OH:14])=[O:13])=[N:6][NH:7]2)=[CH:3][C:2]=1[C:22]1[CH:23]=[CH:24][C:16]2[O:15][CH2:20][CH2:19][O:18][C:17]=2[CH:21]=1. The yield is 0.100.